This data is from CYP1A2 inhibition data for predicting drug metabolism from PubChem BioAssay. The task is: Regression/Classification. Given a drug SMILES string, predict its absorption, distribution, metabolism, or excretion properties. Task type varies by dataset: regression for continuous measurements (e.g., permeability, clearance, half-life) or binary classification for categorical outcomes (e.g., BBB penetration, CYP inhibition). Dataset: cyp1a2_veith. (1) The drug is O=c1oc(-c2ccco2)nc2c1cnn2-c1ccccc1. The result is 1 (inhibitor). (2) The drug is CCn1c(-c2ccoc2C)n[nH]c1=S. The result is 1 (inhibitor). (3) The drug is Cc1onc(-c2ccccc2)c1C(=O)NC(CC(=O)O)c1ccc(OC(C)C)cc1. The result is 0 (non-inhibitor). (4) The drug is COc1ccc(-n2c(=O)c(-c3cccs3)nc3cncnc32)cc1. The result is 1 (inhibitor). (5) The compound is Cc1cc(C)nc(Nc2n[nH]c(-c3cccc4ccccc34)n2)n1. The result is 1 (inhibitor). (6) The molecule is CCC(=O)n1nc(-c2ccc(OC)cc2)nc1N. The result is 1 (inhibitor). (7) The molecule is CCNc1ncc2nc(-c3cccc(C#N)c3)c(=O)n(C)c2n1. The result is 1 (inhibitor). (8) The compound is O=C(Nc1cccc2ccccc12)/C(=C/c1ccc([N+](=O)[O-])cc1)NC(=O)c1ccccc1. The result is 1 (inhibitor).